Dataset: Full USPTO retrosynthesis dataset with 1.9M reactions from patents (1976-2016). Task: Predict the reactants needed to synthesize the given product. (1) Given the product [CH2:48]([N:4]([CH2:1][CH2:2][CH3:3])[CH2:5][CH2:6][CH2:7][CH2:8][NH:9][CH2:10][C:11]1[CH:12]=[CH:13][C:14]([C:15]([N:17]([CH2:32][C:33]2[NH:34][CH:35]=[CH:36][N:37]=2)[CH2:18][C:19]2[NH:23][CH:22]=[CH:21][N:20]=2)=[O:16])=[CH:46][CH:47]=1)[CH2:49][CH3:50], predict the reactants needed to synthesize it. The reactants are: [CH2:1]([N:4]([CH2:48][CH2:49][CH3:50])[CH2:5][CH2:6][CH2:7][CH2:8][NH:9][CH2:10][C:11]1[CH:47]=[CH:46][C:14]([C:15]([N:17]([CH2:32][C:33]2[N:34](COCC[Si](C)(C)C)[CH:35]=[CH:36][N:37]=2)[CH2:18][C:19]2[N:20](COCC[Si](C)(C)C)[CH:21]=[CH:22][N:23]=2)=[O:16])=[CH:13][CH:12]=1)[CH2:2][CH3:3].[OH-].[Na+]. (2) Given the product [Br:1][C:2]1[C:10]2[N:9]=[CH:8][N:7]([CH:24]3[CH2:25][CH2:26][CH2:27][CH2:28][O:23]3)[C:6]=2[CH:5]=[CH:4][CH:3]=1, predict the reactants needed to synthesize it. The reactants are: [Br:1][C:2]1[C:10]2[N:9]=[CH:8][NH:7][C:6]=2[CH:5]=[CH:4][CH:3]=1.CC1C=CC(S(O)(=O)=O)=CC=1.O.[O:23]1[CH:28]=[CH:27][CH2:26][CH2:25][CH2:24]1.